This data is from Full USPTO retrosynthesis dataset with 1.9M reactions from patents (1976-2016). The task is: Predict the reactants needed to synthesize the given product. (1) Given the product [C:13]1([C:2]2[NH:11][C:6]3[C:5]([C:3]=2[CH3:4])=[CH:10][CH:9]=[CH:8][CH:7]=3)[CH:18]=[CH:17][CH:16]=[CH:15][CH:14]=1, predict the reactants needed to synthesize it. The reactants are: Cl[C:2](Cl)=[C:3]([C:5]1[CH:10]=[CH:9][CH:8]=[CH:7][C:6]=1[NH2:11])[CH3:4].[C:13]1(B(O)O)[CH:18]=[CH:17][CH:16]=[CH:15][CH:14]=1.[O-]P([O-])([O-])=O.[K+].[K+].[K+].O. (2) Given the product [Cl:1][C:2]1[CH:3]=[CH:4][C:5]([CH:8]2[CH:13]([CH2:14][CH2:15][CH3:16])[CH2:12][N:11]([C:17]([O:19][C:20]([CH3:23])([CH3:22])[CH3:21])=[O:18])[CH2:10][CH:9]2[O:24][CH2:26][C:27]2[N:31]([CH2:32][CH3:33])[C:30]3[CH:34]=[CH:35][CH:36]=[CH:37][C:29]=3[N:28]=2)=[CH:6][CH:7]=1, predict the reactants needed to synthesize it. The reactants are: [Cl:1][C:2]1[CH:7]=[CH:6][C:5]([CH:8]2[CH:13]([CH2:14][CH2:15][CH3:16])[CH2:12][N:11]([C:17]([O:19][C:20]([CH3:23])([CH3:22])[CH3:21])=[O:18])[CH2:10][CH:9]2[OH:24])=[CH:4][CH:3]=1.Cl[CH2:26][C:27]1[N:31]([CH2:32][CH3:33])[C:30]2[CH:34]=[CH:35][CH:36]=[CH:37][C:29]=2[N:28]=1. (3) Given the product [F:30][C:16]([F:15])([F:29])[C:17]1[CH:22]=[CH:21][CH:20]=[CH:19][C:18]=1[CH:23]1[CH2:24][CH2:25][N:26]([C:2]([NH:1][C:4]2[CH:13]=[CH:12][CH:11]=[CH:10][C:5]=2[C:6]([OH:8])=[O:7])=[O:3])[CH2:27][CH2:28]1, predict the reactants needed to synthesize it. The reactants are: [N:1]([C:4]1[CH:13]=[CH:12][CH:11]=[CH:10][C:5]=1[C:6]([O:8]C)=[O:7])=[C:2]=[O:3].Cl.[F:15][C:16]([F:30])([F:29])[C:17]1[CH:22]=[CH:21][CH:20]=[CH:19][C:18]=1[CH:23]1[CH2:28][CH2:27][NH:26][CH2:25][CH2:24]1.C(N(CC)CC)C. (4) Given the product [O:23]1[CH2:28][CH2:27][CH:26]([NH:1][CH2:2][CH:3]2[CH2:12][CH2:11][CH2:10][C:9]3[C:8]([O:13][C:14]4[CH:22]=[CH:21][C:17]([C:18]([NH2:20])=[O:19])=[CH:16][N:15]=4)=[CH:7][CH:6]=[CH:5][C:4]2=3)[CH2:25][CH2:24]1, predict the reactants needed to synthesize it. The reactants are: [NH2:1][CH2:2][CH:3]1[CH2:12][CH2:11][CH2:10][C:9]2[C:8]([O:13][C:14]3[CH:22]=[CH:21][C:17]([C:18]([NH2:20])=[O:19])=[CH:16][N:15]=3)=[CH:7][CH:6]=[CH:5][C:4]1=2.[O:23]1[CH2:28][CH2:27][C:26](=O)[CH2:25][CH2:24]1.[BH3-]C#N.[Na+].